This data is from NCI-60 drug combinations with 297,098 pairs across 59 cell lines. The task is: Regression. Given two drug SMILES strings and cell line genomic features, predict the synergy score measuring deviation from expected non-interaction effect. (1) Drug 1: CN1C(=O)N2C=NC(=C2N=N1)C(=O)N. Drug 2: C#CCC(CC1=CN=C2C(=N1)C(=NC(=N2)N)N)C3=CC=C(C=C3)C(=O)NC(CCC(=O)O)C(=O)O. Cell line: T-47D. Synergy scores: CSS=-6.90, Synergy_ZIP=3.82, Synergy_Bliss=1.27, Synergy_Loewe=-6.01, Synergy_HSA=-5.57. (2) Synergy scores: CSS=23.1, Synergy_ZIP=-5.40, Synergy_Bliss=-1.66, Synergy_Loewe=-3.55, Synergy_HSA=-1.42. Drug 1: CC1C(C(CC(O1)OC2CC(CC3=C2C(=C4C(=C3O)C(=O)C5=C(C4=O)C(=CC=C5)OC)O)(C(=O)CO)O)N)O.Cl. Drug 2: CC(C)(C#N)C1=CC(=CC(=C1)CN2C=NC=N2)C(C)(C)C#N. Cell line: MALME-3M. (3) Drug 1: CN1C(=O)N2C=NC(=C2N=N1)C(=O)N. Drug 2: CC1C(C(CC(O1)OC2CC(CC3=C2C(=C4C(=C3O)C(=O)C5=CC=CC=C5C4=O)O)(C(=O)C)O)N)O. Cell line: HCT-15. Synergy scores: CSS=34.9, Synergy_ZIP=-2.20, Synergy_Bliss=-1.05, Synergy_Loewe=-6.34, Synergy_HSA=2.08. (4) Drug 2: CC(C)(C#N)C1=CC=C(C=C1)N2C3=C4C=C(C=CC4=NC=C3N(C2=O)C)C5=CC6=CC=CC=C6N=C5. Synergy scores: CSS=51.4, Synergy_ZIP=10.2, Synergy_Bliss=10.6, Synergy_Loewe=-41.8, Synergy_HSA=8.08. Cell line: UACC62. Drug 1: CC1(CCCN1)C2=NC3=C(C=CC=C3N2)C(=O)N. (5) Cell line: HT29. Synergy scores: CSS=2.82, Synergy_ZIP=3.57, Synergy_Bliss=3.27, Synergy_Loewe=2.92, Synergy_HSA=1.75. Drug 2: C1=NC2=C(N=C(N=C2N1C3C(C(C(O3)CO)O)O)F)N. Drug 1: C1CC(=O)NC(=O)C1N2CC3=C(C2=O)C=CC=C3N. (6) Drug 1: C1CC(=O)NC(=O)C1N2CC3=C(C2=O)C=CC=C3N. Drug 2: CC(C)NC(=O)C1=CC=C(C=C1)CNNC.Cl. Cell line: MALME-3M. Synergy scores: CSS=-2.91, Synergy_ZIP=4.87, Synergy_Bliss=3.34, Synergy_Loewe=-3.29, Synergy_HSA=-4.37.